From a dataset of Reaction yield outcomes from USPTO patents with 853,638 reactions. Predict the reaction yield, written as a fraction of the theoretical maximum amount of product (1.0 means a 100% yield; for example, 0.34 means a 34% yield). (1) The catalyst is COCCOC.O. The reactants are Cl[C:2]1[N:7]=[C:6]([C:8]2([S:21]([CH3:24])(=[O:23])=[O:22])[CH2:13][CH2:12][N:11](C(OC(C)(C)C)=O)[CH2:10][CH2:9]2)[CH:5]=[C:4]([N:25]2[CH2:30][CH2:29][O:28][CH2:27][CH2:26]2)[N:3]=1.C(=O)([O-])[O-].[Na+].[Na+].[NH:37]1[C:45]2[C:40](=[C:41](B(O)O)[CH:42]=[CH:43][CH:44]=2)[CH:39]=[CH:38]1. The yield is 0.260. The product is [CH3:24][S:21]([C:8]1([C:6]2[CH:5]=[C:4]([N:25]3[CH2:30][CH2:29][O:28][CH2:27][CH2:26]3)[N:3]=[C:2]([C:41]3[CH:42]=[CH:43][CH:44]=[C:45]4[C:40]=3[CH:39]=[CH:38][NH:37]4)[N:7]=2)[CH2:13][CH2:12][NH:11][CH2:10][CH2:9]1)(=[O:22])=[O:23]. (2) The reactants are [NH2:1][C:2]1[CH:3]=[C:4]([OH:9])[CH:5]=[CH:6][C:7]=1[CH3:8].C(=O)([O-])O.[Na+].[C:15]([C:17]1([C:20]2[CH:21]=[C:22]([CH:26]=[CH:27][CH:28]=2)[C:23](Cl)=[O:24])[CH2:19][CH2:18]1)#[N:16]. The catalyst is O1CCCC1. The product is [C:15]([C:17]1([C:20]2[CH:21]=[C:22]([CH:26]=[CH:27][CH:28]=2)[C:23]([NH:1][C:2]2[CH:3]=[C:4]([OH:9])[CH:5]=[CH:6][C:7]=2[CH3:8])=[O:24])[CH2:18][CH2:19]1)#[N:16]. The yield is 0.870. (3) The reactants are [F:1][C:2]1[CH:3]=[C:4]([C@H:9]2[CH2:13][CH2:12][CH2:11][C@@H:10]2[OH:14])[CH:5]=[C:6]([F:8])[CH:7]=1.CC(OI1(OC(C)=O)(OC(C)=O)OC(=O)C2C=CC=CC1=2)=O. The catalyst is C(Cl)Cl. The product is [F:1][C:2]1[CH:3]=[C:4]([CH:9]2[CH2:13][CH2:12][CH2:11][C:10]2=[O:14])[CH:5]=[C:6]([F:8])[CH:7]=1. The yield is 0.800. (4) The reactants are Cl.[CH3:2][CH:3]([CH2:8][N:9]1[CH2:14][CH2:13][CH2:12][CH2:11][CH2:10]1)[CH2:4][C:5]([OH:7])=[O:6].C(Cl)(=O)C(Cl)=O.C(OC([N:28]1[C:32]([NH2:33])=[CH:31][C:30]([C:34]2[CH:35]=[N:36][C:37]3[C:42]([CH:43]=2)=[CH:41][CH:40]=[CH:39][CH:38]=3)=[N:29]1)=O)(C)(C)C.C(O)(C(F)(F)F)=O. The catalyst is CC#N.CN(C=O)C. The product is [CH:5]([OH:7])=[O:6].[CH3:2][CH:3]([CH2:8][N:9]1[CH2:14][CH2:13][CH2:12][CH2:11][CH2:10]1)[CH2:4][C:5]([NH:33][C:32]1[NH:28][N:29]=[C:30]([C:34]2[CH:35]=[N:36][C:37]3[C:42]([CH:43]=2)=[CH:41][CH:40]=[CH:39][CH:38]=3)[CH:31]=1)=[O:7]. The yield is 0.330. (5) The reactants are [F:1][C:2]([F:11])([F:10])[C:3]1[O:7][C:6]([CH:8]=[O:9])=[CH:5][CH:4]=1.[CH3:12][Mg+].[Br-].[NH4+].[Cl-]. The catalyst is C1COCC1. The product is [F:11][C:2]([F:10])([F:1])[C:3]1[O:7][C:6]([CH:8]([OH:9])[CH3:12])=[CH:5][CH:4]=1. The yield is 0.970. (6) The reactants are [Cl:1][C:2]1[CH:10]=[CH:9][CH:8]=[C:7]2[C:3]=1[C:4]([C:15]([OH:17])=O)=[CH:5][N:6]2[CH:11]1[CH2:14][O:13][CH2:12]1.C1C=CC2N(O)N=NC=2C=1.CCN=C=NCCCN(C)C.[F:39][C:40]1([F:48])[CH2:45][CH2:44][CH:43]([CH2:46][NH2:47])[CH2:42][CH2:41]1. The catalyst is C(Cl)Cl. The product is [Cl:1][C:2]1[CH:10]=[CH:9][CH:8]=[C:7]2[C:3]=1[C:4]([C:15]([NH:47][CH2:46][CH:43]1[CH2:44][CH2:45][C:40]([F:48])([F:39])[CH2:41][CH2:42]1)=[O:17])=[CH:5][N:6]2[CH:11]1[CH2:12][O:13][CH2:14]1. The yield is 0.600.